Dataset: Peptide-MHC class II binding affinity with 134,281 pairs from IEDB. Task: Regression. Given a peptide amino acid sequence and an MHC pseudo amino acid sequence, predict their binding affinity value. This is MHC class II binding data. (1) The peptide sequence is GELQIVDKIDSAFKI. The MHC is DRB5_0101 with pseudo-sequence DRB5_0101. The binding affinity (normalized) is 0.985. (2) The peptide sequence is NPYENLLYKLCLSGD. The MHC is DRB1_0101 with pseudo-sequence DRB1_0101. The binding affinity (normalized) is 0.481.